This data is from Full USPTO retrosynthesis dataset with 1.9M reactions from patents (1976-2016). The task is: Predict the reactants needed to synthesize the given product. (1) Given the product [CH:36]1[C:45]2[C:40](=[CH:41][C:42]([C:46]3[S:28][C:13]([NH2:4])=[N:49][N:48]=3)=[CH:43][CH:44]=2)[CH:39]=[CH:38][N:37]=1, predict the reactants needed to synthesize it. The reactants are: NC1C(C2C=CC=CC=2)C[N:4]([C:13](OC(C)(C)C)=O)C1.N1C=CC=CC=1OC(OC1C=CC=CN=1)=[S:28].[CH:36]1[C:45]2[C:40](=[CH:41][C:42]([C:46]([NH:48][NH2:49])=O)=[CH:43][CH:44]=2)[CH:39]=[CH:38][N:37]=1. (2) Given the product [CH:1]1([C:4]2[C:13]([CH2:14][OH:15])=[C:12]([C:16]3[CH:21]=[CH:20][C:19]([F:22])=[CH:18][CH:17]=3)[C:11]3[C:6](=[CH:7][CH:8]=[CH:9][CH:10]=3)[N:5]=2)[CH2:2][CH2:3]1, predict the reactants needed to synthesize it. The reactants are: [CH:1]1([C:4]2[C:13]([CH:14]=[O:15])=[C:12]([C:16]3[CH:21]=[CH:20][C:19]([F:22])=[CH:18][CH:17]=3)[C:11]3[C:6](=[CH:7][CH:8]=[CH:9][CH:10]=3)[N:5]=2)[CH2:3][CH2:2]1.CO.O1CCCC1.[BH4-].[Na+]. (3) Given the product [O:20]=[C:18]1[NH:6][C@H:5]([C:4]([O:3][CH3:2])=[O:9])[CH2:7][O:8]1, predict the reactants needed to synthesize it. The reactants are: Cl.[CH3:2][O:3][C:4](=[O:9])[C@H:5]([CH2:7][OH:8])[NH2:6].C(N(CC)CC)C.Cl[C:18](Cl)([O:20]C(=O)OC(Cl)(Cl)Cl)Cl. (4) Given the product [CH:1]([O:4][C:5]([N:7]1[CH:12]([CH2:13][CH3:14])[CH2:11][CH:10]([N:15]([CH2:23][C:24]2[CH:29]=[C:28]([C:30]([F:32])([F:31])[F:33])[CH:27]=[C:26]([Cl:34])[CH:25]=2)[C:16]2[N:17]=[CH:18][C:19]([O:22][CH2:44][CH2:43][N:37]3[CH2:42][CH2:41][O:40][CH2:39][CH2:38]3)=[CH:20][N:21]=2)[CH2:9][CH:8]1[CH2:35][CH3:36])=[O:6])([CH3:3])[CH3:2], predict the reactants needed to synthesize it. The reactants are: [CH:1]([O:4][C:5]([N:7]1[CH:12]([CH2:13][CH3:14])[CH2:11][CH:10]([N:15]([CH2:23][C:24]2[CH:29]=[C:28]([C:30]([F:33])([F:32])[F:31])[CH:27]=[C:26]([Cl:34])[CH:25]=2)[C:16]2[N:21]=[CH:20][C:19]([OH:22])=[CH:18][N:17]=2)[CH2:9][CH:8]1[CH2:35][CH3:36])=[O:6])([CH3:3])[CH3:2].[N:37]1([CH2:43][CH2:44]O)[CH2:42][CH2:41][O:40][CH2:39][CH2:38]1.C1(P(C2C=CC=CC=2)C2C=CC=CC=2)C=CC=CC=1.CCOC(/N=N/C(OCC)=O)=O. (5) Given the product [F:1][C:2]([F:19])([F:18])[C:3]1[CH:8]=[CH:7][C:6]([C:9]2[C:10]([C:15]([Cl:22])=[O:16])=[CH:11][CH:12]=[CH:13][CH:14]=2)=[CH:5][CH:4]=1, predict the reactants needed to synthesize it. The reactants are: [F:1][C:2]([F:19])([F:18])[C:3]1[CH:8]=[CH:7][C:6]([C:9]2[C:10]([C:15](O)=[O:16])=[CH:11][CH:12]=[CH:13][CH:14]=2)=[CH:5][CH:4]=1.S(Cl)([Cl:22])=O.CN(C)C(=O)C1C=CC=CC=1. (6) Given the product [CH3:28][C:29]([CH3:33])([CH3:32])[C:30]#[C:31][C:2]1[CH:3]=[C:4]2[C:15]3([CH2:19][O:18][C:17]([NH2:20])=[N:16]3)[C:14]3[C:9](=[CH:10][CH:11]=[C:12]([O:21][CH3:22])[CH:13]=3)[O:8][C:5]2=[N:6][CH:7]=1, predict the reactants needed to synthesize it. The reactants are: Br[C:2]1[CH:3]=[C:4]2[C:15]3([CH2:19][O:18][C:17]([NH2:20])=[N:16]3)[C:14]3[C:9](=[CH:10][CH:11]=[C:12]([O:21][CH3:22])[CH:13]=3)[O:8][C:5]2=[N:6][CH:7]=1.CN(C=O)C.[CH3:28][C:29]([CH3:33])([CH3:32])[C:30]#[CH:31].C(NC(C)C)(C)C. (7) The reactants are: [C:1]1([C:7](=[C:10]2[CH2:15][CH2:14][O:13][CH2:12][CH2:11]2)[C:8]#[N:9])[CH:6]=[CH:5][CH:4]=[CH:3][CH:2]=1.[ClH:16]. Given the product [Cl-:16].[C:1]1([CH:7]([CH:10]2[CH2:15][CH2:14][O:13][CH2:12][CH2:11]2)[CH2:8][NH3+:9])[CH:2]=[CH:3][CH:4]=[CH:5][CH:6]=1, predict the reactants needed to synthesize it.